Dataset: TCR-epitope binding with 47,182 pairs between 192 epitopes and 23,139 TCRs. Task: Binary Classification. Given a T-cell receptor sequence (or CDR3 region) and an epitope sequence, predict whether binding occurs between them. (1) The epitope is NEGVKAAW. The TCR CDR3 sequence is CASRATGGETEAFF. Result: 1 (the TCR binds to the epitope). (2) The epitope is GILGFVFTL. The TCR CDR3 sequence is CASSIRSSVMQYF. Result: 1 (the TCR binds to the epitope). (3) The epitope is KRWIILGLNK. The TCR CDR3 sequence is CSAISGTSGIFSYNEQFF. Result: 1 (the TCR binds to the epitope).